Dataset: Forward reaction prediction with 1.9M reactions from USPTO patents (1976-2016). Task: Predict the product of the given reaction. Given the reactants [CH2:1]([O:3][C:4]([C:6]1([C:9]2[CH:14]=[CH:13][C:12]([C:15]3[CH:20]=[CH:19][C:18]([C:21]4[O:25][N:24]=[C:23]([CH3:26])[C:22]=4[NH:27][C:28]4[CH:33]=[CH:32][CH:31]=[C:30](Br)[N:29]=4)=[CH:17][CH:16]=3)=[CH:11][CH:10]=2)[CH2:8][CH2:7]1)=[O:5])[CH3:2].[C:35]1([CH3:44])[CH:40]=[CH:39][CH:38]=[CH:37][C:36]=1B(O)O.C(=O)(O)[O-].[Na+].COCCOC, predict the reaction product. The product is: [CH2:1]([O:3][C:4]([C:6]1([C:9]2[CH:14]=[CH:13][C:12]([C:15]3[CH:20]=[CH:19][C:18]([C:21]4[O:25][N:24]=[C:23]([CH3:26])[C:22]=4[NH:27][C:28]4[CH:33]=[CH:32][CH:31]=[C:30]([C:36]5[CH:37]=[CH:38][CH:39]=[CH:40][C:35]=5[CH3:44])[N:29]=4)=[CH:17][CH:16]=3)=[CH:11][CH:10]=2)[CH2:8][CH2:7]1)=[O:5])[CH3:2].